Predict the reactants needed to synthesize the given product. From a dataset of Full USPTO retrosynthesis dataset with 1.9M reactions from patents (1976-2016). (1) Given the product [NH2:15][CH2:14][C@@H:8]([CH2:9][CH:10]([CH3:13])[CH2:11][CH3:12])[CH2:7][C:6]([OH:16])=[O:5], predict the reactants needed to synthesize it. The reactants are: C([O:5][C:6](=[O:16])[CH2:7][C@@H:8]([CH2:14][NH2:15])[CH2:9][C@H:10]([CH3:13])[CH2:11][CH3:12])(C)(C)C.C[C@H](CC)C[C@@H]1CNC(=O)C1.Cl. (2) The reactants are: Br[C:2]1[C:3]([N+:11]([O-:13])=[O:12])=[N:4][N:5]([CH2:7][CH:8]2[CH2:10][CH2:9]2)[CH:6]=1.CC1(C)C(C)(C)[O:18][B:17](B2OC(C)(C)C(C)(C)O2)[O:16]1.ClCCl.C([O-])(=O)C.[K+]. Given the product [CH:8]1([CH2:7][N:5]2[CH:6]=[C:2]([B:17]([OH:18])[OH:16])[C:3]([N+:11]([O-:13])=[O:12])=[N:4]2)[CH2:10][CH2:9]1, predict the reactants needed to synthesize it. (3) Given the product [C:1]([O:5][C:6](=[O:37])[N:7]([C@H:8]([C:10](=[O:35])[NH:11][C@@H:12]1[C:18](=[O:19])[N:17]([CH2:20][C:21]2[C:30]3[C:25](=[CH:26][CH:27]=[CH:28][CH:29]=3)[CH:24]=[CH:23][CH:22]=2)[C:16]2[CH:31]=[CH:32][CH:33]=[CH:34][C:15]=2[N:14]([C:38](=[O:40])[CH3:39])[CH2:13]1)[CH3:9])[CH3:36])([CH3:4])([CH3:2])[CH3:3], predict the reactants needed to synthesize it. The reactants are: [C:1]([O:5][C:6](=[O:37])[N:7]([CH3:36])[C@H:8]([C:10](=[O:35])[NH:11][C@@H:12]1[C:18](=[O:19])[N:17]([CH2:20][C:21]2[C:30]3[C:25](=[CH:26][CH:27]=[CH:28][CH:29]=3)[CH:24]=[CH:23][CH:22]=2)[C:16]2[CH:31]=[CH:32][CH:33]=[CH:34][C:15]=2[NH:14][CH2:13]1)[CH3:9])([CH3:4])([CH3:3])[CH3:2].[C:38](Cl)(=[O:40])[CH3:39].CCOC(C)=O. (4) Given the product [NH2:66][C:65]1[N:64]=[CH:63][N:62]=[C:61]2[N:57]([CH2:56][CH2:55][NH:54][C:4](=[O:6])[C:3]3[CH:7]=[CH:8][C:9]([F:11])=[CH:10][C:2]=3[Cl:1])[N:58]=[C:59]([I:67])[C:60]=12, predict the reactants needed to synthesize it. The reactants are: [Cl:1][C:2]1[CH:10]=[C:9]([F:11])[CH:8]=[CH:7][C:3]=1[C:4]([OH:6])=O.C1CN([P+](ON2N=NC3C=CC=CC2=3)(N2CCCC2)N2CCCC2)CC1.F[P-](F)(F)(F)(F)F.CCN(C(C)C)C(C)C.[NH2:54][CH2:55][CH2:56][N:57]1[C:61]2=[N:62][CH:63]=[N:64][C:65]([NH2:66])=[C:60]2[C:59]([I:67])=[N:58]1.